This data is from Antibody developability classification from SAbDab with 2,409 antibodies. The task is: Regression/Classification. Given an antibody's heavy chain and light chain sequences, predict its developability. TAP uses regression for 5 developability metrics; SAbDab uses binary classification. (1) The antibody is ['EVQLVESGGSLVKPGGSLRLSCAASGFTFSNYSMNWVRQAPGKGLEWISSISGSSRYIYYADFVKGRFTISRDNATNSLYLQMNSLRAEDTAVYYCVRGVIDKFDYWGRGTLVTVS', 'QSVLTQPASVSGSPGQSITISCAGTSSDVGGYNYVSWYQQHPGKAPKLMIYEDSKRPSGVSNRFSGSKSGNTASLTISGLQAEDEADYYCISYISSNTRLFGGGTKLAVL']. Result: 0 (not developable). (2) The antibody is ['1vfb', 'DIVLTQSPASLSASVGETVTITCRASGNIHNYLAWYQQKQGKSPQLLVYYTTTLADGVPSRFSGSGSGTQYSLKINSLQPEDFGSYYCQHFHSTPRTFGGGTKLEIK']. Result: 0 (not developable). (3) The antibody is ['EVQLLESGGGLVQPGGSLRLSCAASGFTFSSYAMSWVRQAPGKGLEWVSAISGSGGSTYYADSVKGRFTISRDNSKNTLYLQMNSLRAEDTAVYYCARDLIHGVTRNWGQGTLVTVSS', '5hi3_L']. Result: 0 (not developable). (4) The antibody is ['QVQLQESGPGLVKPSETLSLTCTVSGYSITSDYAWNWIRQPPGKGLEWIGSISYSGITGYNPSLKSRVTISRDTSKNQFSLKLSSVTAADTAVYYCARMGYDGLAYWGQGTLVTVSS', 'DIVMTQTPLSLSVTPGQPASISCRSSQSIVHSNGNTYLEWYLQKPGQSPQLLIYKVSNRFSGVPDRFSGSGSGTDFTLKISRVEAEDVGVYYCFQGSHVPPTFGGGTKVEIK']. Result: 0 (not developable). (5) The antibody is ['EVQLVESGGGLVQPKGSLKLSCAASGFTFNTYAMNWVRQAPGKGLEWVARIRSKSNNYATYYADSVKDRFTISRDDSQSMLYLQMNNLKTEDTAMYYCVRHRGAPLYYGNGAWFAYWGQGTLVTVSA', 'DIQMTQSTSSLSASLGDRVTISCRASQDISNYLNWYQQKPDGTVKVLIYYTSRLRSGVPSRFSGSGSGTDYSLTISNLEQEDIATYFCQQGNTLPWTFGGGTKLEIK']. Result: 0 (not developable). (6) Result: 0 (not developable). The antibody is ['MAQLVESGGGVVQPGRSLTLSCAASGFTFSSHGMHWVRQAPGKGLEWVAVIASHGNVNYYADSVKGRFTISRDNSKNTLSLQMDSLRAEDTAVYYCAKESDSCGGDCSRFAFDVWGHGTMVTVSS', 'EIVLTQSPATLSLSPGERGTLSCRASQSVGTYLAWYQHKPGQAPRPLIYDASRRATGIPARFSGSGSGTDFTLTISGLEPEDVAVYYCQHRDSWPPGATFGGGTKVEIK']. (7) The antibody is ['EVQLVESGGGLVQPGGSLRLSCAASGFTFSSYAMSWVRQAPGKGLEWVSQISPAGGYTNYADSVKGRFTISADTSKNTAYLQMNSLRAEDTAVYYCARGELPYYRMSKVMDVWGQGTLVTVSS', 'DIQMTQSPSSLSASVGDRVTITCRASQYFSSYLAWYQQKPGKAPKLLIYGASSRASGVPSRFSGSGSGTDFTLTISSLQPEDFATYYCQQYLGSPPTFGQGTKVEIK']. Result: 0 (not developable). (8) The antibody is ['EVQLVESGGGLVQPGGSLRLSCATSGFTFTDYYMSWVRQPPGKALEWLGFIRNKAKGYTTEYSASVKGRFSISRDNSQSILYLQMNTLRAEDSATYYCARDGYYADAMDYWGQGTSVTVSS', 'DIVMTQSPSSLAVSAGEKVTMSCKSSQSLFKSRNQKNYLAWYQQKPGQSPKLLIYWASTRESGVPDRFTGSGSGTDFTLTINGVQAEDLAVYYCKQSYNLRTFGGGTKLELK']. Result: 0 (not developable).